Dataset: Catalyst prediction with 721,799 reactions and 888 catalyst types from USPTO. Task: Predict which catalyst facilitates the given reaction. (1) Reactant: [NH2:1][C:2]1[CH:3]=[C:4]([Cl:19])[CH:5]=[C:6]2[C:10]=1[NH:9][C:8]([CH2:11][N:12]1[CH2:17][CH2:16][NH:15][C:14](=[O:18])[CH2:13]1)=[CH:7]2.C(O)(=O)C.[C:24]1(=O)[CH2:28][CH2:27][CH2:26][CH2:25]1.C(O[BH-](OC(=O)C)OC(=O)C)(=O)C.[Na+]. The catalyst class is: 701. Product: [Cl:19][C:4]1[CH:5]=[C:6]2[C:10](=[C:2]([NH:1][CH:24]3[CH2:28][CH2:27][CH2:26][CH2:25]3)[CH:3]=1)[NH:9][C:8]([CH2:11][N:12]1[CH2:17][CH2:16][NH:15][C:14](=[O:18])[CH2:13]1)=[CH:7]2. (2) Reactant: [Br:1][C:2]1[CH:3]=[CH:4][C:5]([CH3:9])=[C:6]([CH:8]=1)[NH2:7].C(N(C(C)C)CC)(C)C.[C:19](Cl)(=[O:22])[CH:20]=[CH2:21]. Product: [Br:1][C:2]1[CH:3]=[CH:4][C:5]([CH3:9])=[C:6]([NH:7][C:19](=[O:22])[CH:20]=[CH2:21])[CH:8]=1. The catalyst class is: 4. (3) Reactant: [OH-].[K+].C1O[CH2:19][CH2:18]OCCOCCOCCOCCOC1.[CH2:21]([C:23]1[CH2:27][CH:26]=[C:25]([C:28]([CH3:31])([CH3:30])[CH3:29])[CH:24]=1)[CH3:22].C([C:35]1[CH:40]=[CH:39][CH:38]=[CH:37][CH:36]=1)(=O)C.Cl. Product: [C:28]([C:25]1[CH:26]=[C:27]([CH2:18][CH3:19])[C:23](=[C:21]([C:35]2[CH:40]=[CH:39][CH:38]=[CH:37][CH:36]=2)[CH3:22])[CH:24]=1)([CH3:30])([CH3:29])[CH3:31]. The catalyst class is: 1. (4) Reactant: [CH3:1][C:2]1[CH:7]=[C:6]([CH3:8])[CH:5]=[C:4]([CH3:9])[C:3]=1[C:10]1[CH:15]=[CH:14][CH:13]=[CH:12][C:11]=1[CH3:16].[Br-:17].[Li+].[B-](F)(F)(F)F.[B-](F)(F)(F)F.C1[N+]2(CCl)CC[N+](F)(CC2)C1. Product: [Br:17][C:7]1[C:2]([CH3:1])=[C:3]([C:10]2[CH:15]=[CH:14][CH:13]=[CH:12][C:11]=2[CH3:16])[C:4]([CH3:9])=[CH:5][C:6]=1[CH3:8]. The catalyst class is: 23. (5) Reactant: [Cl-].O[NH3+:3].[C:4](=[O:7])([O-])[OH:5].[Na+].CS(C)=O.[CH2:13]([C:17]1[N:18]=[C:19]([CH3:47])[N:20]([CH2:39][C:40]2[S:44][C:43]([CH3:45])=[N:42][C:41]=2[CH3:46])[C:21](=[O:38])[C:22]=1[CH2:23][C:24]1[CH:29]=[CH:28][C:27]([C:30]2[C:31]([C:36]#[N:37])=[CH:32][CH:33]=[CH:34][CH:35]=2)=[CH:26][CH:25]=1)[CH2:14][CH2:15][CH3:16]. Product: [CH2:13]([C:17]1[N:18]=[C:19]([CH3:47])[N:20]([CH2:39][C:40]2[S:44][C:43]([CH3:45])=[N:42][C:41]=2[CH3:46])[C:21](=[O:38])[C:22]=1[CH2:23][C:24]1[CH:25]=[CH:26][C:27]([C:30]2[CH:35]=[CH:34][CH:33]=[CH:32][C:31]=2[C:36]2[NH:3][C:4](=[O:7])[O:5][N:37]=2)=[CH:28][CH:29]=1)[CH2:14][CH2:15][CH3:16]. The catalyst class is: 13. (6) Reactant: [F:1][C:2]1[CH:10]=[C:9]([F:11])[CH:8]=[CH:7][C:3]=1[C:4]([OH:6])=[O:5].[N+:12]([O-])([OH:14])=[O:13]. Product: [F:1][C:2]1[CH:10]=[C:9]([F:11])[C:8]([N+:12]([O-:14])=[O:13])=[CH:7][C:3]=1[C:4]([OH:6])=[O:5]. The catalyst class is: 82. (7) The catalyst class is: 11. Reactant: [CH2:1]([N:8]1[CH2:17][CH2:16][C:15]2[CH:14]=[C:13](O)[N:12]=[N:11][C:10]=2[CH2:9]1)[C:2]1[CH:7]=[CH:6][CH:5]=[CH:4][CH:3]=1.O=P(Cl)(Cl)[Cl:21].C([O-])(O)=O.[Na+]. Product: [CH2:1]([N:8]1[CH2:17][CH2:16][C:15]2[CH:14]=[C:13]([Cl:21])[N:12]=[N:11][C:10]=2[CH2:9]1)[C:2]1[CH:7]=[CH:6][CH:5]=[CH:4][CH:3]=1. (8) Reactant: [CH2:1]([N:8]1[CH2:12][C@@H:11]2[C:13](=[O:16])[CH2:14][CH2:15][C@@H:10]2[CH2:9]1)[C:2]1[CH:7]=[CH:6][CH:5]=[CH:4][CH:3]=1.[BH4-].[Na+]. Product: [CH2:1]([N:8]1[CH2:12][C@@H:11]2[C@H:13]([OH:16])[CH2:14][CH2:15][C@@H:10]2[CH2:9]1)[C:2]1[CH:3]=[CH:4][CH:5]=[CH:6][CH:7]=1. The catalyst class is: 5.